From a dataset of Full USPTO retrosynthesis dataset with 1.9M reactions from patents (1976-2016). Predict the reactants needed to synthesize the given product. (1) Given the product [NH2:1][C:2]1[CH:3]=[CH:4][C:5]([C:6]([O:8][CH2:9][CH3:10])=[O:7])=[CH:11][C:12]=1[Cl:13], predict the reactants needed to synthesize it. The reactants are: [NH2:1][C:2]1[CH:12]=[CH:11][C:5]([C:6]([O:8][CH2:9][CH3:10])=[O:7])=[CH:4][CH:3]=1.[Cl:13]N1C(=O)CCC1=O. (2) Given the product [CH:26]1([NH:34][C:17](=[O:19])[CH2:16][S:15][C:4]2[N:3]([C:20]3[CH:21]=[CH:22][CH:23]=[CH:24][CH:25]=3)[C:2](=[O:1])[C:7]3[NH:8][C:9]4[CH:10]=[CH:11][CH:12]=[CH:13][C:14]=4[C:6]=3[N:5]=2)[CH2:33][CH2:32][CH2:31][CH2:30][CH2:29][CH2:28][CH2:27]1, predict the reactants needed to synthesize it. The reactants are: [O:1]=[C:2]1[C:7]2[NH:8][C:9]3[CH:10]=[CH:11][CH:12]=[CH:13][C:14]=3[C:6]=2[N:5]=[C:4]([S:15][CH2:16][C:17]([OH:19])=O)[N:3]1[C:20]1[CH:25]=[CH:24][CH:23]=[CH:22][CH:21]=1.[CH:26]1([NH2:34])[CH2:33][CH2:32][CH2:31][CH2:30][CH2:29][CH2:28][CH2:27]1.C(N(CC)CC)C.CN(C(ON1N=NC2C=CC=NC1=2)=[N+](C)C)C.F[P-](F)(F)(F)(F)F. (3) The reactants are: [CH:1]1[C:10]2[C:5](=[CH:6][CH:7]=[CH:8][CH:9]=2)[CH:4]=[CH:3][C:2]=1[C@H:11]([NH2:13])[CH3:12].ClC1N=C(Cl)C(F)=CN=1.C(=O)([O-])[O-].[Cs+].[Cs+].O. Given the product [CH:1]1[C:10]2[C:5](=[CH:6][CH:7]=[CH:8][CH:9]=2)[CH:4]=[CH:3][C:2]=1[CH:11]([NH2:13])[CH3:12], predict the reactants needed to synthesize it. (4) Given the product [CH2:1]([N:8]([CH2:18][C:19]1[CH:24]=[CH:23][CH:22]=[CH:21][CH:20]=1)[C:9]1([CH2:12][C:13]#[N:44])[CH2:11][CH2:10]1)[C:2]1[CH:7]=[CH:6][CH:5]=[CH:4][CH:3]=1, predict the reactants needed to synthesize it. The reactants are: [CH2:1]([N:8]([CH2:18][C:19]1[CH:24]=[CH:23][CH:22]=[CH:21][CH:20]=1)[C:9]1([CH2:12][CH2:13]S([O-])(=O)=O)[CH2:11][CH2:10]1)[C:2]1[CH:7]=[CH:6][CH:5]=[CH:4][CH:3]=1.C1OCCOCCOCCOCCOCCOC1.[C-]#[N:44].[Na+]. (5) Given the product [CH3:20][C:18]([Si:21]([CH3:46])([CH3:45])[O:22][C@@H:23]1[CH2:39][C:38]2[C@@:26]([CH3:44])([C@@H:27]3[C@@H:35]([CH2:36][CH:37]=2)[C@H:34]2[C@@:30]([CH3:43])([C@@H:31]([C@@:40]([OH:42])([CH2:48][CH2:49][CH2:50][CH2:51][CH:52]([CH3:54])[CH3:53])[CH3:41])[CH2:32][CH2:33]2)[CH2:29][CH2:28]3)[CH2:25][CH2:24]1)([CH3:17])[CH3:19], predict the reactants needed to synthesize it. The reactants are: [Sm].ICCI.CN(C)P(N(C)C)(N(C)C)=O.[CH3:17][C:18]([Si:21]([CH3:46])([CH3:45])[O:22][C@@H:23]1[CH2:39][C:38]2[C@@:26]([CH3:44])([C@@H:27]3[C@@H:35]([CH2:36][CH:37]=2)[C@H:34]2[C@@:30]([CH3:43])([C@@H:31]([C:40](=[O:42])[CH3:41])[CH2:32][CH2:33]2)[CH2:29][CH2:28]3)[CH2:25][CH2:24]1)([CH3:20])[CH3:19].Br[CH2:48][CH2:49][CH2:50][CH2:51][CH:52]([CH3:54])[CH3:53]. (6) The reactants are: [CH2:1](I)[CH:2]=[CH2:3].C(=O)([O-])[O-].[K+].[K+].[Br:11][C:12]1[CH:13]=[C:14]2[C:19](=[CH:20][CH:21]=1)[C:18](=[O:22])[NH:17][C:16](=[O:23])/[C:15]/2=[CH:24]\[NH:25][CH2:26][C:27]1[CH:32]=[CH:31][C:30]([OH:33])=[C:29]([OH:34])[CH:28]=1. Given the product [CH2:1]([O:33][C:30]1[CH:31]=[CH:32][C:27]([CH2:26][NH:25]/[CH:24]=[C:15]2\[C:16](=[O:23])[NH:17][C:18](=[O:22])[C:19]3[C:14]\2=[CH:13][C:12]([Br:11])=[CH:21][CH:20]=3)=[CH:28][C:29]=1[OH:34])[CH:2]=[CH2:3], predict the reactants needed to synthesize it.